Dataset: Reaction yield outcomes from USPTO patents with 853,638 reactions. Task: Predict the reaction yield, written as a fraction of the theoretical maximum amount of product (1.0 means a 100% yield; for example, 0.34 means a 34% yield). (1) The reactants are C([O:3][C:4](=[O:27])[CH2:5][CH2:6][CH2:7][O:8][C:9]1[C:14]([F:15])=[CH:13][C:12]([C:16]2[C:17]([S:22][CH2:23][CH2:24][CH3:25])=[N:18][CH:19]=[CH:20][CH:21]=2)=[CH:11][C:10]=1[F:26])C.[OH-].[Na+]. The catalyst is C1COCC1.CO.O. The product is [F:26][C:10]1[CH:11]=[C:12]([C:16]2[C:17]([S:22][CH2:23][CH2:24][CH3:25])=[N:18][CH:19]=[CH:20][CH:21]=2)[CH:13]=[C:14]([F:15])[C:9]=1[O:8][CH2:7][CH2:6][CH2:5][C:4]([OH:27])=[O:3]. The yield is 0.580. (2) The reactants are Br[C:2]1[N:7]=[C:6]([N:8]2[CH2:14][CH2:13][CH2:12][N:11]([C:15]([O:17][C:18]([CH3:21])([CH3:20])[CH3:19])=[O:16])[CH2:10][CH2:9]2)[C:5]([N:22]2[CH2:26][CH2:25][CH2:24][CH2:23]2)=[N:4][CH:3]=1.[N:27]1[CH:32]=[CH:31][C:30](B(O)O)=[CH:29][CH:28]=1. No catalyst specified. The product is [N:27]1[CH:32]=[CH:31][C:30]([C:2]2[N:7]=[C:6]([N:8]3[CH2:14][CH2:13][CH2:12][N:11]([C:15]([O:17][C:18]([CH3:19])([CH3:21])[CH3:20])=[O:16])[CH2:10][CH2:9]3)[C:5]([N:22]3[CH2:23][CH2:24][CH2:25][CH2:26]3)=[N:4][CH:3]=2)=[CH:29][CH:28]=1. The yield is 0.750.